Dataset: Catalyst prediction with 721,799 reactions and 888 catalyst types from USPTO. Task: Predict which catalyst facilitates the given reaction. (1) Reactant: [N+:1]([C:4]1[C:5]([CH3:11])=[C:6]([OH:10])[CH:7]=[CH:8][CH:9]=1)([O-:3])=[O:2].O[CH:13]1[CH2:17][CH2:16][N:15]([C:18]([O:20][C:21]([CH3:24])([CH3:23])[CH3:22])=[O:19])[CH2:14]1.C1(P(C2C=CC=CC=2)C2C=CC=CC=2)C=CC=CC=1.N(C(OCC)=O)=NC(OCC)=O. Product: [CH3:11][C:5]1[C:4]([N+:1]([O-:3])=[O:2])=[CH:9][CH:8]=[CH:7][C:6]=1[O:10][CH:17]1[CH2:13][CH2:14][N:15]([C:18]([O:20][C:21]([CH3:24])([CH3:23])[CH3:22])=[O:19])[CH2:16]1. The catalyst class is: 1. (2) Reactant: C([N:8]1[CH2:13][CH2:12][C:11]([N:20]([CH3:28])[C:21](=[O:27])[O:22][C:23]([CH3:26])([CH3:25])[CH3:24])([C:14]2[CH:19]=[CH:18][N:17]=[CH:16][CH:15]=2)[CH2:10][CH2:9]1)C1C=CC=CC=1.C(O)(=O)C. Product: [CH3:28][N:20]([C:11]1([C:14]2[CH:15]=[CH:16][N:17]=[CH:18][CH:19]=2)[CH2:12][CH2:13][NH:8][CH2:9][CH2:10]1)[C:21](=[O:27])[O:22][C:23]([CH3:26])([CH3:24])[CH3:25]. The catalyst class is: 293. (3) Reactant: [Cl-].[Cl-].[Cl-].[Al+3].[CH3:5][O:6][C:7]1[CH:12]=[CH:11][CH:10]=[CH:9][C:8]=1[O:13][CH3:14].[C:15]1(=[O:25])[C:19]2([CH2:23][CH2:22][CH2:21][CH2:20]2)[CH2:18][C:17](=[O:24])[O:16]1.O. Product: [CH3:5][O:6][C:7]1[CH:12]=[C:11]([C:17](=[O:24])[CH2:18][C:19]2([C:15]([OH:25])=[O:16])[CH2:23][CH2:22][CH2:21][CH2:20]2)[CH:10]=[CH:9][C:8]=1[O:13][CH3:14]. The catalyst class is: 2. (4) Reactant: [N+:1]([C:4]1[CH:9]=[CH:8][C:7]([C:10]2[CH:18]=[C:17]3[C:13]([C:14]([C:26]([O:28][CH2:29][CH3:30])=[O:27])=[N:15][N:16]3C(OC(C)(C)C)=O)=[CH:12][CH:11]=2)=[CH:6][CH:5]=1)([O-])=O.Cl[Sn]Cl.C(=O)(O)[O-].[Na+]. Product: [NH2:1][C:4]1[CH:5]=[CH:6][C:7]([C:10]2[CH:18]=[C:17]3[C:13]([C:14]([C:26]([O:28][CH2:29][CH3:30])=[O:27])=[N:15][NH:16]3)=[CH:12][CH:11]=2)=[CH:8][CH:9]=1. The catalyst class is: 8. (5) Reactant: [F:1][C:2]1[C:7]([F:8])=[CH:6][CH:5]=[CH:4][C:3]=1[C@:9]1([CH3:19])[C@H:15]2[C@H:13]([C:14]2([F:17])[F:16])[S:12][C:11]([NH2:18])=[N:10]1.[N+:20]([O-])([O-:22])=[O:21].[K+].C(=O)([O-])[O-].[K+].[K+]. Product: [F:1][C:2]1[C:7]([F:8])=[CH:6][C:5]([N+:20]([O-:22])=[O:21])=[CH:4][C:3]=1[C@:9]1([CH3:19])[C@H:15]2[C@H:13]([C:14]2([F:17])[F:16])[S:12][C:11]([NH2:18])=[N:10]1. The catalyst class is: 65. (6) Reactant: [Br:1][C:2]1[CH:11]=[C:10]2[C:5]([CH:6]=[CH:7][N:8]=[C:9]2[Cl:12])=[CH:4][CH:3]=1.C1C=C(Cl)C=C(C(OO)=[O:21])C=1. Product: [Br:1][C:2]1[CH:11]=[C:10]2[C:5]([CH:6]=[CH:7][N+:8]([O-:21])=[C:9]2[Cl:12])=[CH:4][CH:3]=1. The catalyst class is: 2.